Dataset: Full USPTO retrosynthesis dataset with 1.9M reactions from patents (1976-2016). Task: Predict the reactants needed to synthesize the given product. (1) Given the product [F:25][C:22]([F:23])([F:24])[C:19]1[CH:20]=[C:21]2[C:16](=[CH:17][CH:18]=1)[N:15]([CH3:26])[N:14]=[C:13]2[NH:12][C:2]1[CH:11]=[N:10][CH:9]=[CH:8][C:3]=1[C:4]([OH:6])=[O:5], predict the reactants needed to synthesize it. The reactants are: Br[C:2]1[CH:11]=[N:10][CH:9]=[CH:8][C:3]=1[C:4]([O:6]C)=[O:5].[NH2:12][C:13]1[C:21]2[C:16](=[CH:17][CH:18]=[C:19]([C:22]([F:25])([F:24])[F:23])[CH:20]=2)[N:15]([CH3:26])[N:14]=1. (2) The reactants are: [C:1]([NH:4][C:5]1[N:10]=[C:9]([N:11]2[C:15]([CH3:16])=[CH:14][C:13]([CH3:17])=[N:12]2)[N:8]=[C:7]([C:18]2[CH:19]=[C:20]([CH:27]=[CH:28][CH:29]=2)[CH2:21][O:22]S(C)(=O)=O)[CH:6]=1)(=[O:3])[CH3:2].[I-].[Na+].C[N:33]1[CH2:37][CH2:36][CH:35](O)[CH2:34]1.[H-].[Na+].[CH3:41]N(C=O)C. Given the product [CH3:17][C:13]1[CH:14]=[C:15]([CH3:16])[N:11]([C:9]2[N:10]=[C:5]([NH:4][C:1](=[O:3])[CH3:2])[CH:6]=[C:7]([C:18]3[CH:29]=[CH:28][CH:27]=[C:20]([C@H:21]([O:22][CH:35]4[CH2:36][CH2:37][NH:33][CH2:34]4)[CH3:41])[CH:19]=3)[N:8]=2)[N:12]=1, predict the reactants needed to synthesize it. (3) The reactants are: [F:1][C:2]1[CH:3]=[C:4]([C:8]2[C:13]([C:14]3[CH:19]=[CH:18][N:17]=[CH:16][CH:15]=3)=[CH:12][C:11]([N+:20]([O-])=O)=[C:10]([NH2:23])[N:9]=2)[CH:5]=[CH:6][CH:7]=1. Given the product [F:1][C:2]1[CH:3]=[C:4]([C:8]2[C:13]([C:14]3[CH:19]=[CH:18][N:17]=[CH:16][CH:15]=3)=[CH:12][C:11]([NH2:20])=[C:10]([NH2:23])[N:9]=2)[CH:5]=[CH:6][CH:7]=1, predict the reactants needed to synthesize it. (4) Given the product [CH3:3][N:4]([CH3:27])[CH2:5][C:6]1[NH:17][C:9]2=[N:10][CH:11]=[C:12]([N+:14]([O-:16])=[O:15])[CH:13]=[C:8]2[CH:7]=1, predict the reactants needed to synthesize it. The reactants are: [OH-].[Na+].[CH3:3][N:4]([CH3:27])[CH2:5][C:6]1[N:17](S(C2C=CC=CC=2)(=O)=O)[C:9]2=[N:10][CH:11]=[C:12]([N+:14]([O-:16])=[O:15])[CH:13]=[C:8]2[CH:7]=1.O.C(OCC)(=O)C.